This data is from NCI-60 drug combinations with 297,098 pairs across 59 cell lines. The task is: Regression. Given two drug SMILES strings and cell line genomic features, predict the synergy score measuring deviation from expected non-interaction effect. (1) Drug 1: C1=CC(=CC=C1CCC2=CNC3=C2C(=O)NC(=N3)N)C(=O)NC(CCC(=O)O)C(=O)O. Drug 2: C1CC(C1)(C(=O)O)C(=O)O.[NH2-].[NH2-].[Pt+2]. Cell line: MOLT-4. Synergy scores: CSS=94.2, Synergy_ZIP=2.79, Synergy_Bliss=2.94, Synergy_Loewe=2.93, Synergy_HSA=4.51. (2) Drug 1: C1CN(CCN1C(=O)CCBr)C(=O)CCBr. Drug 2: COC1=C2C(=CC3=C1OC=C3)C=CC(=O)O2. Cell line: MALME-3M. Synergy scores: CSS=11.2, Synergy_ZIP=4.34, Synergy_Bliss=0.0813, Synergy_Loewe=-0.0108, Synergy_HSA=-3.03. (3) Drug 1: C(CC(=O)O)C(=O)CN.Cl. Drug 2: C1C(C(OC1N2C=NC3=C2NC=NCC3O)CO)O. Cell line: U251. Synergy scores: CSS=-1.02, Synergy_ZIP=1.84, Synergy_Bliss=5.58, Synergy_Loewe=1.42, Synergy_HSA=1.66. (4) Drug 1: COC1=C(C=C2C(=C1)N=CN=C2NC3=CC(=C(C=C3)F)Cl)OCCCN4CCOCC4. Drug 2: CC1=C(N=C(N=C1N)C(CC(=O)N)NCC(C(=O)N)N)C(=O)NC(C(C2=CN=CN2)OC3C(C(C(C(O3)CO)O)O)OC4C(C(C(C(O4)CO)O)OC(=O)N)O)C(=O)NC(C)C(C(C)C(=O)NC(C(C)O)C(=O)NCCC5=NC(=CS5)C6=NC(=CS6)C(=O)NCCC[S+](C)C)O. Cell line: SW-620. Synergy scores: CSS=3.79, Synergy_ZIP=0.891, Synergy_Bliss=3.09, Synergy_Loewe=3.00, Synergy_HSA=3.00.